Dataset: Catalyst prediction with 721,799 reactions and 888 catalyst types from USPTO. Task: Predict which catalyst facilitates the given reaction. Reactant: [C:1]([O:5][C:6](=[O:20])[NH:7][C@H:8]([CH2:18][OH:19])[CH2:9][O:10][CH2:11][C:12]1[CH:17]=[CH:16][CH:15]=[CH:14][CH:13]=1)([CH3:4])([CH3:3])[CH3:2].[C:21]1([C:27]([C:29]2[CH:34]=[CH:33][CH:32]=[CH:31][CH:30]=2)=[CH2:28])[CH:26]=[CH:25][CH:24]=[CH:23][CH:22]=1.[I:35]N1C(=O)CCC1=O.C(OCC)(=O)C. Product: [C:1]([O:5][C:6](=[O:20])[NH:7][C@H:8]([CH2:18][O:19][C:27]([C:29]1[CH:30]=[CH:31][CH:32]=[CH:33][CH:34]=1)([C:21]1[CH:26]=[CH:25][CH:24]=[CH:23][CH:22]=1)[CH2:28][I:35])[CH2:9][O:10][CH2:11][C:12]1[CH:17]=[CH:16][CH:15]=[CH:14][CH:13]=1)([CH3:4])([CH3:2])[CH3:3]. The catalyst class is: 10.